From a dataset of Forward reaction prediction with 1.9M reactions from USPTO patents (1976-2016). Predict the product of the given reaction. (1) Given the reactants [NH2:1][CH2:2][CH2:3][N:4]([CH3:12])[C:5](=[O:11])[O:6][C:7]([CH3:10])([CH3:9])[CH3:8].Cl[C:14]([C@:16]12[CH2:51][CH2:50][C@@H:49]([C:52]([CH3:54])=[CH2:53])[C@@H:17]1[C@@H:18]1[C@@:31]([CH3:34])([CH2:32][CH2:33]2)[C@@:30]2([CH3:35])[C@@H:21]([C@:22]3([CH3:48])[C@@H:27]([CH2:28][CH2:29]2)[C:26]([CH3:37])([CH3:36])[C:25]([C:38]2[CH:47]=[CH:46][C:41]([C:42]([O:44][CH3:45])=[O:43])=[CH:40][CH:39]=2)=[CH:24][CH2:23]3)[CH2:20][CH2:19]1)=[O:15], predict the reaction product. The product is: [C:7]([O:6][C:5]([N:4]([CH3:12])[CH2:3][CH2:2][NH:1][C:14]([C@:16]12[CH2:51][CH2:50][C@@H:49]([C:52]([CH3:54])=[CH2:53])[C@@H:17]1[C@@H:18]1[C@@:31]([CH3:34])([CH2:32][CH2:33]2)[C@@:30]2([CH3:35])[C@@H:21]([C@:22]3([CH3:48])[C@@H:27]([CH2:28][CH2:29]2)[C:26]([CH3:37])([CH3:36])[C:25]([C:38]2[CH:39]=[CH:40][C:41]([C:42]([O:44][CH3:45])=[O:43])=[CH:46][CH:47]=2)=[CH:24][CH2:23]3)[CH2:20][CH2:19]1)=[O:15])=[O:11])([CH3:8])([CH3:9])[CH3:10]. (2) Given the reactants [N:1]1[CH:6]=[CH:5][CH:4]=[N:3][C:2]=1[CH2:7][N:8]1[C:14](=[O:15])[C:13]2[CH:16]=[C:17]([C:20]3[CH:25]=[CH:24][C:23](OC(F)(F)F)=[CH:22][CH:21]=3)[CH:18]=[CH:19][C:12]=2[O:11][CH2:10][CH2:9]1.[F:31][C:32](OB(C1C=CC=CC=1)O)([F:34])[F:33], predict the reaction product. The product is: [N:1]1[CH:6]=[CH:5][CH:4]=[N:3][C:2]=1[CH2:7][N:8]1[C:14](=[O:15])[C:13]2[CH:16]=[C:17]([C:20]3[CH:21]=[CH:22][C:23]([C:32]([F:34])([F:33])[F:31])=[CH:24][CH:25]=3)[CH:18]=[CH:19][C:12]=2[O:11][CH2:10][CH2:9]1. (3) Given the reactants [H-].[Na+].[C:3]([O:7][C:8](=[O:11])[CH:9]=[CH2:10])([CH3:6])([CH3:5])[CH3:4].C1(C)C=CC(S(C[N+:22]#[C-])(=O)=O)=CC=1.O1[CH2:29][CH2:28]CC1, predict the reaction product. The product is: [C:3]([O:7][C:8]([C:9]1[CH:29]=[CH:28][NH:22][CH:10]=1)=[O:11])([CH3:6])([CH3:5])[CH3:4]. (4) Given the reactants [CH:1]1([CH2:5][N:6]2[CH2:11][CH2:10][N:9]([C:12](=[O:24])[CH2:13][C:14]3[CH:22]=[CH:21][C:17]([C:18](O)=[O:19])=[CH:16][C:15]=3[CH3:23])[CH2:8][CH2:7]2)[CH2:4][CH2:3][CH2:2]1.[CH3:25][N:26]1[C:35]2[NH:34][C:33]3[CH:36]=[CH:37][CH:38]=[CH:39][C:32]=3[NH:31][CH2:30][C:29]=2[CH:28]=[N:27]1.CCN(C(C)C)C(C)C, predict the reaction product. The product is: [CH:1]1([CH2:5][N:6]2[CH2:7][CH2:8][N:9]([C:12](=[O:24])[CH2:13][C:14]3[CH:22]=[CH:21][C:17]([C:18]([N:31]4[CH2:30][C:29]5[CH:28]=[N:27][N:26]([CH3:25])[C:35]=5[NH:34][C:33]5[CH:36]=[CH:37][CH:38]=[CH:39][C:32]4=5)=[O:19])=[CH:16][C:15]=3[CH3:23])[CH2:10][CH2:11]2)[CH2:4][CH2:3][CH2:2]1.